Dataset: TCR-epitope binding with 47,182 pairs between 192 epitopes and 23,139 TCRs. Task: Binary Classification. Given a T-cell receptor sequence (or CDR3 region) and an epitope sequence, predict whether binding occurs between them. (1) The epitope is FLLNKEMYL. The TCR CDR3 sequence is CSASGQGYNEQFF. Result: 0 (the TCR does not bind to the epitope). (2) Result: 0 (the TCR does not bind to the epitope). The TCR CDR3 sequence is CASSQVGGLETQYF. The epitope is YLNTLTLAV. (3) The epitope is KRWIIMGLNK. The TCR CDR3 sequence is CASSEPGQGGRGEQYF. Result: 0 (the TCR does not bind to the epitope). (4) The epitope is ATDALMTGY. The TCR CDR3 sequence is CSVGSAGTNEKLFF. Result: 0 (the TCR does not bind to the epitope).